This data is from Reaction yield outcomes from USPTO patents with 853,638 reactions. The task is: Predict the reaction yield, written as a fraction of the theoretical maximum amount of product (1.0 means a 100% yield; for example, 0.34 means a 34% yield). (1) The reactants are [CH3:1][N:2]1[C:7](=[O:8])[CH2:6][CH:5]([C:9]2[CH:14]=[CH:13][C:12]([N+:15]([O-])=O)=[CH:11][CH:10]=2)[CH2:4][C:3]1=[O:18]. The catalyst is CO.[Pd]. The product is [NH2:15][C:12]1[CH:11]=[CH:10][C:9]([CH:5]2[CH2:4][C:3](=[O:18])[N:2]([CH3:1])[C:7](=[O:8])[CH2:6]2)=[CH:14][CH:13]=1. The yield is 0.940. (2) The reactants are [C:1]1([C@@H:7]2[CH2:11][O:10][C:9](=[N:12][C:13]3[CH:14]=[N:15][CH:16]=[CH:17][CH:18]=3)[N:8]2[CH:19]2[CH2:24][CH2:23][NH:22][CH2:21][CH2:20]2)[CH:6]=[CH:5][CH:4]=[CH:3][CH:2]=1.[CH3:25][O:26][C:27](=[O:44])[C:28]1[CH:33]=[CH:32][C:31]([O:34][C:35]2[CH:40]=[CH:39][C:38]([CH:41]=O)=[C:37]([CH3:43])[N:36]=2)=[CH:30][CH:29]=1.[BH-](OC(C)=O)(OC(C)=O)OC(C)=O.[Na+]. The catalyst is C(Cl)Cl. The product is [CH3:25][O:26][C:27](=[O:44])[C:28]1[CH:33]=[CH:32][C:31]([O:34][C:35]2[CH:40]=[CH:39][C:38]([CH2:41][N:22]3[CH2:23][CH2:24][CH:19]([N:8]4[C@H:7]([C:1]5[CH:2]=[CH:3][CH:4]=[CH:5][CH:6]=5)[CH2:11][O:10][C:9]4=[N:12][C:13]4[CH:14]=[N:15][CH:16]=[CH:17][CH:18]=4)[CH2:20][CH2:21]3)=[C:37]([CH3:43])[N:36]=2)=[CH:30][CH:29]=1. The yield is 0.640. (3) The reactants are C[O:2][C:3](=[O:28])[C:4]1[CH:9]=[C:8]([Br:10])[CH:7]=[C:6]([CH3:11])[C:5]=1[N:12]([CH3:27])[S:13]([C:16]1[CH:21]=[CH:20][C:19]([O:22][CH:23]([CH3:26])[C:24]#[CH:25])=[CH:18][CH:17]=1)(=[O:15])=[O:14].[OH-].[Na+]. No catalyst specified. The product is [Br:10][C:8]1[CH:7]=[C:6]([CH3:11])[C:5]([N:12]([CH3:27])[S:13]([C:16]2[CH:21]=[CH:20][C:19]([O:22][CH:23]([CH3:26])[C:24]#[CH:25])=[CH:18][CH:17]=2)(=[O:15])=[O:14])=[C:4]([CH:9]=1)[C:3]([OH:28])=[O:2]. The yield is 0.310. (4) The reactants are [NH2:1][C:2]1[O:15][C:14]2[C:13]3[C:8](=[CH:9][CH:10]=[C:11]([NH2:16])[N:12]=3)[CH:7]=[CH:6][C:5]=2[CH:4]([C:17]2[CH:22]=[C:21]([O:23][CH3:24])[C:20]([O:25][CH3:26])=[C:19]([Br:27])[CH:18]=2)[C:3]=1[C:28]#[N:29].[CH2:30]([N:32]=[C:33]=[O:34])[CH3:31]. The catalyst is C(#N)C. The product is [NH2:1][C:2]1[O:15][C:14]2[C:13]3[C:8](=[CH:9][CH:10]=[C:11]([NH:16][C:33]([NH:32][CH2:30][CH3:31])=[O:34])[N:12]=3)[CH:7]=[CH:6][C:5]=2[CH:4]([C:17]2[CH:22]=[C:21]([O:23][CH3:24])[C:20]([O:25][CH3:26])=[C:19]([Br:27])[CH:18]=2)[C:3]=1[C:28]#[N:29]. The yield is 0.730. (5) The reactants are [Br:1][C:2]1[CH:3]=[CH:4][C:5]2[NH:6][C:7]3[C:12]([C:13]=2[CH:14]=1)=[CH:11][C:10]([Br:15])=[CH:9][CH:8]=3.[H-].[Na+].[CH2:18](Br)[C:19]1[CH:24]=[CH:23][CH:22]=[CH:21][CH:20]=1.O. The catalyst is C1COCC1. The product is [CH2:18]([N:6]1[C:5]2[CH:4]=[CH:3][C:2]([Br:1])=[CH:14][C:13]=2[C:12]2[C:7]1=[CH:8][CH:9]=[C:10]([Br:15])[CH:11]=2)[C:19]1[CH:24]=[CH:23][CH:22]=[CH:21][CH:20]=1. The yield is 0.610. (6) The reactants are Cl[CH2:2][S:3]([NH:6][C:7]1[CH:8]=[C:9]2[C:14](=[CH:15][CH:16]=1)[CH:13]=[N:12][CH:11]=[CH:10]2)(=[O:5])=[O:4].[NH2:17][C:18]1[CH:19]=[C:20]([CH:25]=[CH:26][CH:27]=1)[C:21]([NH:23][CH3:24])=[O:22]. The catalyst is CO. The product is [NH3:6].[CH:13]1[C:14]2[C:9](=[CH:8][C:7]([NH:6][S:3]([CH2:2][NH:17][C:18]3[CH:19]=[C:20]([CH:25]=[CH:26][CH:27]=3)[C:21]([NH:23][CH3:24])=[O:22])(=[O:5])=[O:4])=[CH:16][CH:15]=2)[CH:10]=[CH:11][N:12]=1. The yield is 0.0200.